Dataset: Forward reaction prediction with 1.9M reactions from USPTO patents (1976-2016). Task: Predict the product of the given reaction. Given the reactants Br[C:2]1[C:3]([CH3:8])=[N:4][CH:5]=[CH:6][CH:7]=1.[B:9](OC(C)C)([O:14]C(C)C)[O:10]C(C)C.C([Li])CCC.Cl, predict the reaction product. The product is: [CH3:8][C:3]1[C:2]([B:9]([OH:14])[OH:10])=[CH:7][CH:6]=[CH:5][N:4]=1.